Predict which catalyst facilitates the given reaction. From a dataset of Catalyst prediction with 721,799 reactions and 888 catalyst types from USPTO. (1) Reactant: CS[C:3]([N:7]1[CH2:11][C:10]([CH3:13])([CH3:12])[CH:9]=[N:8]1)=[N:4][CH2:5][CH3:6].[Br:14][C:15]1[CH:20]=[C:19]([S:21](=[O:24])(=[O:23])[NH2:22])[CH:18]=[CH:17][C:16]=1[NH:25][C:26](=[O:31])[C:27]([F:30])([F:29])[F:28]. Product: [Br:14][C:15]1[CH:20]=[C:19]([S:21](=[O:24])(=[O:23])[N:22]=[C:3]([N:7]2[CH2:11][C:10]([CH3:12])([CH3:13])[CH:9]=[N:8]2)[NH:4][CH2:5][CH3:6])[CH:18]=[CH:17][C:16]=1[NH:25][C:26](=[O:31])[C:27]([F:29])([F:30])[F:28]. The catalyst class is: 10. (2) Reactant: [C:1](Cl)([C:14]1[CH:19]=[CH:18][CH:17]=[CH:16][CH:15]=1)([C:8]1[CH:13]=[CH:12][CH:11]=[CH:10][CH:9]=1)[C:2]1[CH:7]=[CH:6][CH:5]=[CH:4][CH:3]=1.[CH2:21]([O:28][C:29]1[C:30](=[O:37])[CH2:31][C:32]([CH2:35][OH:36])=[N:33][CH:34]=1)[C:22]1[CH:27]=[CH:26][CH:25]=[CH:24][CH:23]=1.O. Product: [CH2:21]([O:28][C:29]1[C:30](=[O:37])[CH2:31][C:32]([CH2:35][O:36][C:1]([C:14]2[CH:19]=[CH:18][CH:17]=[CH:16][CH:15]=2)([C:8]2[CH:13]=[CH:12][CH:11]=[CH:10][CH:9]=2)[C:2]2[CH:7]=[CH:6][CH:5]=[CH:4][CH:3]=2)=[N:33][CH:34]=1)[C:22]1[CH:23]=[CH:24][CH:25]=[CH:26][CH:27]=1. The catalyst class is: 468. (3) Reactant: FC(F)(F)C(O)=O.C(O[C:13]([N:15](C)[CH2:16][CH:17]([C:26]([OH:33])([C:31]#[CH:32])[C:27](OC)=[O:28])[O:18][Si:19]([C:22]([CH3:25])([CH3:24])[CH3:23])([CH3:21])[CH3:20])=O)(C)(C)C.C(N(CC)CC)C. Product: [Si:19]([O:18][CH:17]1[CH2:16][N:15]([CH3:13])[C:27](=[O:28])[C:26]1([C:31]#[CH:32])[OH:33])([C:22]([CH3:25])([CH3:24])[CH3:23])([CH3:21])[CH3:20]. The catalyst class is: 4. (4) Reactant: [C:1]([O:5][C:6](=[O:26])[NH:7][C:8]1[CH:12]=[C:11]([NH:13][C:14]([NH:16][C:17]2[CH:22]=[CH:21][CH:20]=[C:19]([C:23](=[O:25])[CH3:24])[CH:18]=2)=[S:15])[NH:10][N:9]=1)([CH3:4])([CH3:3])[CH3:2].BrBr. The catalyst class is: 52. Product: [C:1]([O:5][C:6](=[O:26])[NH:7][C:8]1[C:12]2[S:15][C:14]([NH:16][C:17]3[CH:22]=[CH:21][CH:20]=[C:19]([C:23](=[O:25])[CH3:24])[CH:18]=3)=[N:13][C:11]=2[NH:10][N:9]=1)([CH3:4])([CH3:2])[CH3:3].